Predict the reactants needed to synthesize the given product. From a dataset of Full USPTO retrosynthesis dataset with 1.9M reactions from patents (1976-2016). (1) Given the product [F:16][C:17]1[CH:22]=[CH:21][C:20]([C:2]2[C:3]3[C:8](=[N:7][C:6]([C:12]([F:15])([F:14])[F:13])=[CH:5][CH:4]=3)[N:9]=[CH:10][CH:11]=2)=[CH:19][C:18]=1[C:32]1[C:33]([C:38]#[N:39])=[CH:34][CH:35]=[CH:36][CH:37]=1, predict the reactants needed to synthesize it. The reactants are: Cl[C:2]1[CH:11]=[CH:10][N:9]=[C:8]2[C:3]=1[CH:4]=[CH:5][C:6]([C:12]([F:15])([F:14])[F:13])=[N:7]2.[F:16][C:17]1[CH:22]=[CH:21][C:20](B2OC(C)(C)C(C)(C)O2)=[CH:19][C:18]=1[C:32]1[C:33]([C:38]#[N:39])=[CH:34][CH:35]=[CH:36][CH:37]=1. (2) Given the product [OH:4][CH2:3][C@@H:2]([NH:1][S:20]([C:15]1[CH:16]=[CH:17][CH:18]=[CH:19][C:14]=1[N+:11]([O-:13])=[O:12])(=[O:21])=[O:22])[CH3:5], predict the reactants needed to synthesize it. The reactants are: [NH2:1][C@@H:2]([CH3:5])[CH2:3][OH:4].C(=O)(O)[O-].[Na+].[N+:11]([C:14]1[CH:19]=[CH:18][CH:17]=[CH:16][C:15]=1[S:20](Cl)(=[O:22])=[O:21])([O-:13])=[O:12]. (3) Given the product [Cl:30][C:31]1[C:32]([F:50])=[CH:33][C:34]([O:49][C:8]2[CH:7]=[CH:6][C:5]([S:10]([N:13]([CH2:19][C:20]3[CH:25]=[CH:24][C:23]([O:26][CH3:27])=[CH:22][C:21]=3[O:28][CH3:29])[C:14]3[S:18][N:17]=[CH:16][N:15]=3)(=[O:11])=[O:12])=[CH:4][C:3]=2[C:1]#[N:2])=[C:35]([C:37]2[CH:38]=[N:39][N:40]([C:42]([O:44][C:45]([CH3:46])([CH3:47])[CH3:48])=[O:43])[CH:41]=2)[CH:36]=1, predict the reactants needed to synthesize it. The reactants are: [C:1]([C:3]1[CH:4]=[C:5]([S:10]([N:13]([CH2:19][C:20]2[CH:25]=[CH:24][C:23]([O:26][CH3:27])=[CH:22][C:21]=2[O:28][CH3:29])[C:14]2[S:18][N:17]=[CH:16][N:15]=2)(=[O:12])=[O:11])[CH:6]=[CH:7][C:8]=1F)#[N:2].[Cl:30][C:31]1[C:32]([F:50])=[CH:33][C:34]([OH:49])=[C:35]([C:37]2[CH:38]=[N:39][N:40]([C:42]([O:44][C:45]([CH3:48])([CH3:47])[CH3:46])=[O:43])[CH:41]=2)[CH:36]=1. (4) Given the product [CH2:1]([N:8]1[C:12](=[O:13])[CH2:11][N:10]([C:24]([O:23][CH2:16][C:17]2[CH:22]=[CH:21][CH:20]=[CH:19][CH:18]=2)=[O:25])[C:9]1([CH3:15])[CH3:14])[C:2]1[CH:3]=[CH:4][CH:5]=[CH:6][CH:7]=1, predict the reactants needed to synthesize it. The reactants are: [CH2:1]([N:8]1[C:12](=[O:13])[CH2:11][NH:10][C:9]1([CH3:15])[CH3:14])[C:2]1[CH:7]=[CH:6][CH:5]=[CH:4][CH:3]=1.[CH2:16]([O:23][C:24](Cl)=[O:25])[C:17]1[CH:22]=[CH:21][CH:20]=[CH:19][CH:18]=1.OS([O-])(=O)=O.[K+].CCOCC. (5) Given the product [F:49][C:43]1[CH:44]=[CH:45][C:46]([F:48])=[CH:47][C:42]=1[C:23]1[S:22][C:21]([CH2:20][CH2:19][OH:18])([C:50]2[CH:51]=[CH:52][CH:53]=[CH:54][CH:55]=2)[N:25]([C:26]2[S:27][C:28]3[CH2:29][NH:30][CH2:31][CH2:32][C:33]=3[N:34]=2)[N:24]=1, predict the reactants needed to synthesize it. The reactants are: [Si]([O:18][CH2:19][CH2:20][C:21]1([C:50]2[CH:55]=[CH:54][CH:53]=[CH:52][CH:51]=2)[N:25]([C:26]2[S:27][C:28]3[CH:29](C(OC(C)(C)C)=O)[NH:30][CH2:31][CH2:32][C:33]=3[N:34]=2)[N:24]=[C:23]([C:42]2[CH:47]=[C:46]([F:48])[CH:45]=[CH:44][C:43]=2[F:49])[S:22]1)(C(C)(C)C)(C1C=CC=CC=1)C1C=CC=CC=1.Cl.O1CCOCC1.O.